Dataset: Catalyst prediction with 721,799 reactions and 888 catalyst types from USPTO. Task: Predict which catalyst facilitates the given reaction. (1) Reactant: [OH:1][C@H:2]1[CH2:6][N:5]([C:7](=[O:15])[C:8]2[CH:13]=[CH:12][CH:11]=[C:10]([OH:14])[CH:9]=2)[C@H:4]([C:16]([NH:18][CH2:19][C:20]2[CH:25]=[CH:24][C:23]([C:26]3[S:30][CH:29]=[N:28][C:27]=3[CH3:31])=[CH:22][CH:21]=2)=[O:17])[CH2:3]1.C(=O)([O-])[O-].[K+].[K+].Br[CH2:39][CH2:40][O:41][CH3:42]. Product: [OH:1][C@H:2]1[CH2:6][N:5]([C:7](=[O:15])[C:8]2[CH:13]=[CH:12][CH:11]=[C:10]([O:14][CH2:39][CH2:40][O:41][CH3:42])[CH:9]=2)[C@H:4]([C:16]([NH:18][CH2:19][C:20]2[CH:25]=[CH:24][C:23]([C:26]3[S:30][CH:29]=[N:28][C:27]=3[CH3:31])=[CH:22][CH:21]=2)=[O:17])[CH2:3]1. The catalyst class is: 3. (2) Product: [C:1]([C:5]1[C:9]([Cl:19])=[C:8]([C:10]([O:12][CH2:13][CH3:14])=[O:11])[N:7]([CH3:15])[N:6]=1)([CH3:4])([CH3:2])[CH3:3]. The catalyst class is: 4. Reactant: [C:1]([C:5]1[CH:9]=[C:8]([C:10]([O:12][CH2:13][CH3:14])=[O:11])[N:7]([CH3:15])[N:6]=1)([CH3:4])([CH3:3])[CH3:2].S(Cl)([Cl:19])(=O)=O.O. (3) Reactant: OCC[CH:4]1[N:9]([C:10]([O:12][C:13]([CH3:16])(C)C)=[O:11])[CH2:8][CH:7]([C:17]([O:19][CH3:20])=[O:18])[CH2:6][CH2:5]1.CS(Cl)(=O)=O.O. Product: [O:11]=[C:10]1[N:9]2[CH2:8][CH:7]([C:17]([O:19][CH3:20])=[O:18])[CH2:6][CH2:5][CH:4]2[CH2:16][CH2:13][O:12]1. The catalyst class is: 2. (4) Reactant: [CH2:1]([C:5]12[CH2:17][CH2:16][C:15](=[O:18])[C:14]([CH3:19])=[C:13]1[C:12]1[C:7](=[CH:8][C:9]([O:20][CH2:21][O:22][CH3:23])=[CH:10][CH:11]=1)[CH2:6]2)[CH2:2][CH2:3][CH3:4].[Li+].CC([N-]C(C)C)C.[I:32]I. Product: [CH2:1]([C:5]12[CH2:17][CH:16]([I:32])[C:15](=[O:18])[C:14]([CH3:19])=[C:13]1[C:12]1[C:7](=[CH:8][C:9]([O:20][CH2:21][O:22][CH3:23])=[CH:10][CH:11]=1)[CH2:6]2)[CH2:2][CH2:3][CH3:4]. The catalyst class is: 49. (5) Reactant: [CH3:1][N:2]([CH3:11])[C:3]1[CH:10]=[CH:9][C:6]([CH:7]=O)=[CH:5][CH:4]=1.[I-:12].[I-].[CH3:14][N+:15]1[C:19]2=[CH:20][C:21]3[C:22]([CH3:30])([CH3:29])[C:23]([CH3:28])=[N+:24]([CH3:27])[C:25]=3[CH:26]=[C:18]2[C:17]([CH3:32])([CH3:31])[C:16]=1[CH3:33]. Product: [I-:12].[I-:12].[CH3:1][N:2]([CH3:11])[C:3]1[CH:10]=[CH:9][C:6]([CH:7]=[CH:33][C:16]2[C:17]([CH3:32])([CH3:31])[C:18]3[C:19]([N+:15]=2[CH3:14])=[CH:20][C:21]2[C:22]([CH3:30])([CH3:29])[C:23]([CH:28]=[CH:7][C:6]4[CH:9]=[CH:10][C:3]([N:2]([CH3:11])[CH3:1])=[CH:4][CH:5]=4)=[N+:24]([CH3:27])[C:25]=2[CH:26]=3)=[CH:5][CH:4]=1. The catalyst class is: 152. (6) Reactant: Br[C:2]1[N:6]2[N:7]=[C:8]([Cl:12])[CH:9]=[C:10](Br)[C:5]2=[N:4][CH:3]=1.[CH3:13][C:14]1[CH:19]=[CH:18][N:17]=[CH:16][C:15]=1B(O)O.[O-]P([O-])([O-])=O.[K+].[K+].[K+]. Product: [Cl:12][C:8]1[CH:9]=[C:10]([C:15]2[CH:16]=[N:17][CH:18]=[CH:19][C:14]=2[CH3:13])[C:5]2[N:6]([C:2]([C:15]3[CH:16]=[N:17][CH:18]=[CH:19][C:14]=3[CH3:13])=[CH:3][N:4]=2)[N:7]=1. The catalyst class is: 203.